This data is from Forward reaction prediction with 1.9M reactions from USPTO patents (1976-2016). The task is: Predict the product of the given reaction. (1) Given the reactants [CH3:1][C:2]1[CH:22]=[CH:21][C:5]([CH2:6][NH:7][C:8](=[O:20])[CH2:9][CH2:10][C:11]2[CH:16]=[CH:15][C:14]([OH:17])=[C:13]([O:18][CH3:19])[CH:12]=2)=[CH:4][CH:3]=1.CI.[C:25](=O)([O-])[O-].[K+].[K+].CN(C)C=O, predict the reaction product. The product is: [CH3:1][C:2]1[CH:3]=[CH:4][C:5]([CH2:6][NH:7][C:8](=[O:20])[CH2:9][CH2:10][C:11]2[CH:16]=[CH:15][C:14]([O:17][CH3:25])=[C:13]([O:18][CH3:19])[CH:12]=2)=[CH:21][CH:22]=1. (2) Given the reactants B(F)(F)F.CCOCC.[CH3:10][C:11]1([C@@H:14]2[O:22][CH2:21][C:17]3=[N:18][O:19][CH2:20][C@@H:16]3[CH2:15]2)[CH2:13][CH2:12]1.[F:23][C:24]1[CH:29]=[C:28]([F:30])[CH:27]=[CH:26][C:25]=1I.C([Li])CCC, predict the reaction product. The product is: [F:23][C:24]1[CH:29]=[C:28]([F:30])[CH:27]=[CH:26][C:25]=1[C@:17]12[CH2:21][O:22][C@@H:14]([C:11]3([CH3:10])[CH2:12][CH2:13]3)[CH2:15][C@H:16]1[CH2:20][O:19][NH:18]2. (3) The product is: [CH3:23][O:22][C:15]1[CH:14]=[C:13]2[C:18]([C:19]3[CH:20]=[CH:21][C:9]([OH:8])=[C:10]([CH3:24])[C:11]=3[NH:12]2)=[CH:17][CH:16]=1. Given the reactants C([O:8][C:9]1[CH:21]=[CH:20][C:19]2[C:18]3[C:13](=[CH:14][C:15]([O:22][CH3:23])=[CH:16][CH:17]=3)[NH:12][C:11]=2[C:10]=1[CH3:24])C1C=CC=CC=1.C([O-])=O.[NH4+], predict the reaction product. (4) Given the reactants [Br:1][C:2]1[CH:3]=[N:4][C:5]2[N:6]([N:8]=[C:9]([C:11]([OH:13])=O)[CH:10]=2)[CH:7]=1.[F:14][C:15]1[CH:24]=[CH:23][C:22]([F:25])=[C:21]2[C:16]=1[CH2:17][CH2:18][NH:19][CH:20]2[CH3:26], predict the reaction product. The product is: [Br:1][C:2]1[CH:3]=[N:4][C:5]2[N:6]([N:8]=[C:9]([C:11]([N:19]3[CH2:18][CH2:17][C:16]4[C:21](=[C:22]([F:25])[CH:23]=[CH:24][C:15]=4[F:14])[CH:20]3[CH3:26])=[O:13])[CH:10]=2)[CH:7]=1. (5) Given the reactants [Br:1][C:2]1[CH:3]=[N:4][C:5]2[N:6]([N:8]=[C:9]([C:11]([OH:13])=O)[CH:10]=2)[CH:7]=1.[F:14][C:15]1[N:20]=[CH:19][C:18]([C:21]2[N:22]=[C:23]3[CH:28]([CH3:29])[NH:27][CH2:26][CH2:25][N:24]3[CH:30]=2)=[CH:17][CH:16]=1, predict the reaction product. The product is: [Br:1][C:2]1[CH:3]=[N:4][C:5]2[N:6]([N:8]=[C:9]([C:11]([N:27]3[CH2:26][CH2:25][N:24]4[CH:30]=[C:21]([C:18]5[CH:19]=[N:20][C:15]([F:14])=[CH:16][CH:17]=5)[N:22]=[C:23]4[CH:28]3[CH3:29])=[O:13])[CH:10]=2)[CH:7]=1. (6) Given the reactants Cl[C:2]1[CH:7]=[CH:6][CH:5]=[CH:4][C:3]=1[C:8]1[N:13]=[CH:12][C:11]([NH:14][C:15]2[CH:27]=[CH:26][C:25]([CH3:28])=[CH:24][C:16]=2[C:17]([O:19][C:20]([CH3:23])([CH3:22])[CH3:21])=[O:18])=[CH:10][C:9]=1[CH3:29].[CH:30]1(B(O)O)[CH2:32][CH2:31]1, predict the reaction product. The product is: [CH:30]1([C:2]2[CH:7]=[CH:6][CH:5]=[CH:4][C:3]=2[C:8]2[N:13]=[CH:12][C:11]([NH:14][C:15]3[CH:27]=[CH:26][C:25]([CH3:28])=[CH:24][C:16]=3[C:17]([O:19][C:20]([CH3:23])([CH3:22])[CH3:21])=[O:18])=[CH:10][C:9]=2[CH3:29])[CH2:32][CH2:31]1. (7) Given the reactants [F:1][C:2]1[CH:7]=[CH:6][C:5]([C:8]2[CH:12]=[C:11]([S:13][CH3:14])[NH:10][N:9]=2)=[CH:4][CH:3]=1.C([O-])([O-])=O.[K+].[K+].Cl[CH2:22][C:23]([N:25]1[CH2:30][CH2:29][N:28]([C:31]2[CH:36]=[CH:35][C:34]([F:37])=[CH:33][CH:32]=2)[CH2:27][CH2:26]1)=[O:24].CN(C=O)C, predict the reaction product. The product is: [F:1][C:2]1[CH:3]=[CH:4][C:5]([C:8]2[CH:12]=[C:11]([S:13][CH3:14])[N:10]([CH2:22][C:23]([N:25]3[CH2:26][CH2:27][N:28]([C:31]4[CH:36]=[CH:35][C:34]([F:37])=[CH:33][CH:32]=4)[CH2:29][CH2:30]3)=[O:24])[N:9]=2)=[CH:6][CH:7]=1.